The task is: Predict the reaction yield, written as a fraction of the theoretical maximum amount of product (1.0 means a 100% yield; for example, 0.34 means a 34% yield).. This data is from Reaction yield outcomes from USPTO patents with 853,638 reactions. The reactants are [C:1]([C:3]1[CH:4]=[C:5]([N:11]2[CH2:16][CH2:15][O:14][C:13]3[CH:17]=[CH:18][C:19]([O:21][C@H:22]4[CH2:26][CH2:25][N:24]([CH2:27][CH:28]5[CH2:33][CH2:32][N:31](C(OC(C)(C)C)=O)[CH2:30][CH2:29]5)[CH2:23]4)=[CH:20][C:12]2=3)[CH:6]=[N:7][C:8]=1[O:9][CH3:10])#[N:2].C(O)(C(F)(F)F)=O. The catalyst is C(Cl)Cl. The product is [CH3:10][O:9][C:8]1[N:7]=[CH:6][C:5]([N:11]2[CH2:16][CH2:15][O:14][C:13]3[CH:17]=[CH:18][C:19]([O:21][C@H:22]4[CH2:26][CH2:25][N:24]([CH2:27][CH:28]5[CH2:29][CH2:30][NH:31][CH2:32][CH2:33]5)[CH2:23]4)=[CH:20][C:12]2=3)=[CH:4][C:3]=1[C:1]#[N:2]. The yield is 0.670.